From a dataset of Catalyst prediction with 721,799 reactions and 888 catalyst types from USPTO. Predict which catalyst facilitates the given reaction. (1) Reactant: F[C:2]1[CH:7]=[C:6]([NH:8][C:9]2[CH:18]=[CH:17][CH:16]=[CH:15][C:10]=2[C:11]([NH:13][CH3:14])=[O:12])[C:5]([CH3:19])=[CH:4][N:3]=1.[NH2:20][C:21]1[CH:22]=[C:23]2[C:27](=[CH:28][CH:29]=1)[NH:26][C:25](=[O:30])[CH2:24]2. Product: [CH3:14][NH:13][C:11](=[O:12])[C:10]1[CH:15]=[CH:16][CH:17]=[CH:18][C:9]=1[NH:8][C:6]1[C:5]([CH3:19])=[CH:4][N:3]=[C:2]([NH:20][C:21]2[CH:22]=[C:23]3[C:27](=[CH:28][CH:29]=2)[NH:26][C:25](=[O:30])[CH2:24]3)[CH:7]=1. The catalyst class is: 38. (2) Reactant: N(C(OCC)=O)=NC(OCC)=O.[Cl:13][C:14]1[CH:15]=[C:16]([CH3:35])[C:17]2[NH:18][C:19](=[O:34])[C:20]3[CH:30]=[C:29]([CH2:31][CH2:32][OH:33])[CH:28]=[N:27][C:21]=3[N:22]([CH2:25][CH3:26])[C:23]=2[N:24]=1.O[C:37]1[CH:46]=[CH:45][CH:44]=[C:43]2[C:38]=1[CH:39]=[CH:40][CH:41]=[N:42]2.C1C=CC(P(C2C=CC=CC=2)C2C=CC=CC=2)=CC=1. Product: [Cl:13][C:14]1[CH:15]=[C:16]([CH3:35])[C:17]2[NH:18][C:19](=[O:34])[C:20]3[CH:30]=[C:29]([CH2:31][CH2:32][O:33][C:37]4[CH:46]=[CH:45][CH:44]=[C:43]5[C:38]=4[CH:39]=[CH:40][CH:41]=[N:42]5)[CH:28]=[N:27][C:21]=3[N:22]([CH2:25][CH3:26])[C:23]=2[N:24]=1. The catalyst class is: 49. (3) Reactant: [CH3:1][NH:2][C:3]1[CH:4]=[C:5]([OH:12])[CH:6]=[CH:7][C:8]=1[N+:9]([O-])=O.[CH:13](O)=O. Product: [CH3:1][N:2]1[C:3]2[CH:4]=[C:5]([OH:12])[CH:6]=[CH:7][C:8]=2[N:9]=[CH:13]1. The catalyst class is: 415. (4) Reactant: [CH3:1][O:2][C:3]1[CH:28]=[CH:27][C:6]([CH2:7][N:8]2[C:13]3[N:14]=[CH:15][C:16]([C:18]([O:20]CC)=[CH2:19])=[CH:17][C:12]=3[C:11]3=[N:23][CH:24]=[N:25][N:10]3[C:9]2=[O:26])=[CH:5][CH:4]=1.Cl.[OH-].[Na+]. Product: [C:18]([C:16]1[CH:15]=[N:14][C:13]2[N:8]([CH2:7][C:6]3[CH:5]=[CH:4][C:3]([O:2][CH3:1])=[CH:28][CH:27]=3)[C:9](=[O:26])[N:10]3[N:25]=[CH:24][N:23]=[C:11]3[C:12]=2[CH:17]=1)(=[O:20])[CH3:19]. The catalyst class is: 12. (5) Reactant: [C:1]([O:4][C:5]1[CH:10]=[CH:9][C:8]([CH2:11]Cl)=[CH:7][CH:6]=1)(=[O:3])[CH3:2].[NH:13]1[CH2:18][CH2:17][O:16][CH2:15][CH2:14]1. Product: [C:1]([O:4][C:5]1[CH:10]=[CH:9][C:8]([CH2:11][N:13]2[CH2:18][CH2:17][O:16][CH2:15][CH2:14]2)=[CH:7][CH:6]=1)(=[O:3])[CH3:2]. The catalyst class is: 6. (6) Reactant: [CH3:1][O:2][C:3]([C:5]1[CH:6]=[CH:7][CH:8]=[C:9]2[C:14]=1[N:13]=[CH:12][C:11]([OH:15])=[CH:10]2)=[O:4].[Cl:16][C:17]1[CH:18]=[C:19]([N+:25]([O-:27])=[O:26])[CH:20]=[C:21]([Cl:24])[C:22]=1Cl.C([O-])([O-])=O.[K+].[K+]. Product: [CH3:1][O:2][C:3]([C:5]1[CH:6]=[CH:7][CH:8]=[C:9]2[C:14]=1[N:13]=[CH:12][C:11]([O:15][C:22]1[C:21]([Cl:24])=[CH:20][C:19]([N+:25]([O-:27])=[O:26])=[CH:18][C:17]=1[Cl:16])=[CH:10]2)=[O:4]. The catalyst class is: 21. (7) Reactant: [Cl:1][C:2]1[N:7]=[C:6](Cl)[CH:5]=[CH:4][N:3]=1.[OH:9][C:10]1[C:36]([F:37])=[CH:35][C:34]([F:38])=[CH:33][C:11]=1[CH2:12][NH:13][C:14]([NH:16][C:17]1[N:21]([C:22]2[CH:27]=[CH:26][C:25]([CH3:28])=[CH:24][CH:23]=2)[N:20]=[C:19]([C:29]([CH3:32])([CH3:31])[CH3:30])[CH:18]=1)=[O:15].[OH-].[Na+].C(O)(=O)CC(CC(O)=O)(C(O)=O)O. Product: [Cl:1][C:2]1[N:7]=[C:6]([O:9][C:10]2[C:36]([F:37])=[CH:35][C:34]([F:38])=[CH:33][C:11]=2[CH2:12][NH:13][C:14]([NH:16][C:17]2[N:21]([C:22]3[CH:27]=[CH:26][C:25]([CH3:28])=[CH:24][CH:23]=3)[N:20]=[C:19]([C:29]([CH3:32])([CH3:31])[CH3:30])[CH:18]=2)=[O:15])[CH:5]=[CH:4][N:3]=1. The catalyst class is: 21.